Task: Predict the product of the given reaction.. Dataset: Forward reaction prediction with 1.9M reactions from USPTO patents (1976-2016) Given the reactants [N:1]1([C:6]2[CH:7]=[CH:8][C:9]([CH2:12][C:13]([N:15]3[CH2:20][CH2:19][N:18](C(OC(C)(C)C)=O)[CH2:17][CH2:16]3)=[O:14])=[N:10][CH:11]=2)[CH:5]=[N:4][N:3]=[N:2]1.[ClH:28].CCOC(C)=O, predict the reaction product. The product is: [ClH:28].[N:15]1([C:13](=[O:14])[CH2:12][C:9]2[CH:8]=[CH:7][C:6]([N:1]3[CH:5]=[N:4][N:3]=[N:2]3)=[CH:11][N:10]=2)[CH2:16][CH2:17][NH:18][CH2:19][CH2:20]1.